From a dataset of Reaction yield outcomes from USPTO patents with 853,638 reactions. Predict the reaction yield, written as a fraction of the theoretical maximum amount of product (1.0 means a 100% yield; for example, 0.34 means a 34% yield). (1) The reactants are Br[C:2]1[CH:19]=[CH:18][C:5]2[CH2:6][N:7]([C:11]([O:13][C:14]([CH3:17])([CH3:16])[CH3:15])=[O:12])[CH2:8][CH2:9][O:10][C:4]=2[CH:3]=1.[CH2:20]([NH:22][CH3:23])[CH3:21].CC(C)([O-])C.[Na+].O. The catalyst is O1CCOCC1.C1C=CC(/C=C/C(/C=C/C2C=CC=CC=2)=O)=CC=1.C1C=CC(/C=C/C(/C=C/C2C=CC=CC=2)=O)=CC=1.C1C=CC(/C=C/C(/C=C/C2C=CC=CC=2)=O)=CC=1.[Pd].[Pd].CC(C1C=C(C(C)C)C(C2C=CC=CC=2P(C2CCCCC2)C2CCCCC2)=C(C(C)C)C=1)C. The product is [CH2:20]([N:22]([CH3:23])[C:2]1[CH:19]=[CH:18][C:5]2[CH2:6][N:7]([C:11]([O:13][C:14]([CH3:17])([CH3:16])[CH3:15])=[O:12])[CH2:8][CH2:9][O:10][C:4]=2[CH:3]=1)[CH3:21]. The yield is 0.821. (2) The reactants are C([O-])(=O)C.[K+].[F:6][C:7]1[C:12](B(O)O)=[CH:11][CH:10]=[CH:9][N:8]=1.Cl[C:17]1[N:22]=[C:21]([CH3:23])[N:20]=[C:19]([N:24]([CH2:34][C:35]2[CH:40]=[CH:39][C:38]([O:41][CH3:42])=[CH:37][CH:36]=2)[CH2:25][C:26]2[CH:31]=[CH:30][C:29]([O:32][CH3:33])=[CH:28][CH:27]=2)[N:18]=1.CCO. The product is [F:6][C:7]1[C:12]([C:17]2[N:22]=[C:21]([CH3:23])[N:20]=[C:19]([N:24]([CH2:25][C:26]3[CH:27]=[CH:28][C:29]([O:32][CH3:33])=[CH:30][CH:31]=3)[CH2:34][C:35]3[CH:36]=[CH:37][C:38]([O:41][CH3:42])=[CH:39][CH:40]=3)[N:18]=2)=[CH:11][CH:10]=[CH:9][N:8]=1. The catalyst is C(Cl)Cl.O. The yield is 0.115. (3) The reactants are [NH2:1][C:2]1[S:6][C:5]([C:7]([O:9][CH3:10])=[O:8])=[CH:4][C:3]=1[N+:11]([O-:13])=[O:12].[C:14](O[C:14]([O:16][C:17]([CH3:20])([CH3:19])[CH3:18])=[O:15])([O:16][C:17]([CH3:20])([CH3:19])[CH3:18])=[O:15].C(N(CC)CC)C. The catalyst is C1COCC1. The product is [C:17]([O:16][C:14]([NH:1][C:2]1[S:6][C:5]([C:7]([O:9][CH3:10])=[O:8])=[CH:4][C:3]=1[N+:11]([O-:13])=[O:12])=[O:15])([CH3:20])([CH3:19])[CH3:18]. The yield is 1.00. (4) The reactants are [Si:1]([O:8][CH2:9][CH2:10][CH2:11][NH:12][C:13](=[O:19])[O:14][C:15]([CH3:18])([CH3:17])[CH3:16])([C:4]([CH3:7])([CH3:6])[CH3:5])([CH3:3])[CH3:2].[H-].[Na+].CI.[CH3:24]COC(C)=O.CCCCCC. The catalyst is C1COCC1. The product is [Si:1]([O:8][CH2:9][CH2:10][CH2:11][N:12]([CH3:24])[C:13](=[O:19])[O:14][C:15]([CH3:18])([CH3:17])[CH3:16])([C:4]([CH3:6])([CH3:7])[CH3:5])([CH3:3])[CH3:2]. The yield is 0.920. (5) The catalyst is CO. The yield is 0.940. The reactants are [CH3:1][O:2][C:3]1[CH:8]=[CH:7][C:6]([C:9]([NH:20][CH2:21][CH2:22][CH2:23][CH2:24][CH2:25][C:26]([N:28]2[C:39]3[C:31](=[C:32]4[C:36](=[CH:37][CH:38]=3)[NH:35][CH:34]([C:40]([O:42]C)=[O:41])[CH2:33]4)[CH:30]=[CH:29]2)=[O:27])([C:14]2[CH:19]=[CH:18][CH:17]=[CH:16][CH:15]=2)[C:10](=[CH2:13])[CH:11]=[CH2:12])=[CH:5][CH:4]=1.C1COCC1.[Li+].[OH-]. The product is [CH3:1][O:2][C:3]1[CH:8]=[CH:7][C:6]([C:9]([NH:20][CH2:21][CH2:22][CH2:23][CH2:24][CH2:25][C:26]([N:28]2[C:39]3[C:31](=[C:32]4[C:36](=[CH:37][CH:38]=3)[NH:35][CH:34]([C:40]([OH:42])=[O:41])[CH2:33]4)[CH:30]=[CH:29]2)=[O:27])([C:14]2[CH:15]=[CH:16][CH:17]=[CH:18][CH:19]=2)[C:10](=[CH2:13])[CH:11]=[CH2:12])=[CH:5][CH:4]=1. (6) The reactants are Cl[C:2]1[N:7]=[C:6]([NH:8][C:9]2[CH:19]=[CH:18][CH:17]=[CH:16][C:10]=2[C:11]([N:13]([CH3:15])C)=[O:12])[C:5]([Cl:20])=[CH:4][N:3]=1.[N:21]1([CH2:27][CH2:28][C:29]2[CH:30]=[C:31]([CH:33]=[CH:34][CH:35]=2)[NH2:32])[CH2:26][CH2:25][O:24][CH2:23][CH2:22]1.Cl. The catalyst is C(O)(C)C. The product is [Cl:20][C:5]1[C:6]([NH:8][C:9]2[CH:19]=[CH:18][CH:17]=[CH:16][C:10]=2[C:11]([NH:13][C:15]2[CH:33]=[CH:34][CH:35]=[C:29]([CH2:28][CH2:27][N:21]3[CH2:22][CH2:23][O:24][CH2:25][CH2:26]3)[CH:30]=2)=[O:12])=[N:7][C:2]([NH:32][C:31]2[CH:33]=[CH:34][CH:35]=[C:29]([CH2:28][CH2:27][N:21]3[CH2:26][CH2:25][O:24][CH2:23][CH2:22]3)[CH:30]=2)=[N:3][CH:4]=1. The yield is 0.0600. (7) The reactants are [Br:1][C:2]1[CH:7]=[CH:6][C:5]([C:8](=[O:13])[CH2:9][CH2:10][CH2:11][Cl:12])=[CH:4][CH:3]=1.[BH4-].[Na+].Cl. The catalyst is CO. The product is [Br:1][C:2]1[CH:3]=[CH:4][C:5]([CH:8]([OH:13])[CH2:9][CH2:10][CH2:11][Cl:12])=[CH:6][CH:7]=1. The yield is 0.990.